From a dataset of Full USPTO retrosynthesis dataset with 1.9M reactions from patents (1976-2016). Predict the reactants needed to synthesize the given product. (1) Given the product [CH3:15][C:16]1[CH:24]=[CH:23][C:19]([C:20]([N:6]2[CH2:14][CH2:13][CH2:12][C@@H:8]([C:9]([NH2:11])=[O:10])[CH2:7]2)=[O:21])=[CH:18][CH:17]=1, predict the reactants needed to synthesize it. The reactants are: S(=O)(=O)(O)O.[NH:6]1[CH2:14][CH2:13][CH2:12][CH:8]([C:9]([NH2:11])=[O:10])[CH2:7]1.[CH3:15][C:16]1[CH:24]=[CH:23][C:19]([C:20](Cl)=[O:21])=[CH:18][CH:17]=1.[OH-].[Na+]. (2) Given the product [Si:59]([O:9][CH2:10][C@@H:6]([NH:7][C:13](=[O:14])[O:15][C:16]([CH3:17])([CH3:18])[CH3:19])[C:4]([CH:1]1[CH2:2][CH2:3]1)=[CH2:5])([C:62]([CH3:65])([CH3:64])[CH3:63])([CH3:61])[CH3:60], predict the reactants needed to synthesize it. The reactants are: [CH:1]1([C:4]([C@H:6]2[CH2:10][O:9]C(C)(C)[N:7]2[C:13]([O:15][C:16]([CH3:19])([CH3:18])[CH3:17])=[O:14])=[CH2:5])[CH2:3][CH2:2]1.O.C1(C)C=CC(S(O)(=O)=O)=CC=1.C(N(CC)CC)C.C(OC(OC(C)(C)C)=O)(OC(C)(C)C)=O.N1C=CN=C1.[Si:59](Cl)([C:62]([CH3:65])([CH3:64])[CH3:63])([CH3:61])[CH3:60]. (3) Given the product [C:19]([C:18]1[C:8]([N:6]2[CH2:5][CH:4]([NH:3][C:42]([NH:41][S:38]([C:35]3[CH:34]=[CH:33][CH:32]=[CH:37][CH:36]=3)(=[O:40])=[O:39])=[O:43])[CH2:7]2)=[N:9][C:10]([CH3:21])=[C:11]([CH:17]=1)[C:12]([O:14][CH2:15][CH3:16])=[O:13])#[N:20], predict the reactants needed to synthesize it. The reactants are: Cl.Cl.[NH2:3][CH:4]1[CH2:7][N:6]([C:8]2[C:18]([C:19]#[N:20])=[CH:17][C:11]([C:12]([O:14][CH2:15][CH3:16])=[O:13])=[C:10]([CH3:21])[N:9]=2)[CH2:5]1.CCN(C(C)C)C(C)C.Cl[C:32]1[CH:37]=[CH:36][C:35]([S:38]([N:41]=[C:42]=[O:43])(=[O:40])=[O:39])=[CH:34][CH:33]=1. (4) Given the product [C:2]([C:7]1[O:11][C:10]([CH2:12][N:13]2[CH:17]=[CH:16][C:15]([NH:18][C:29](=[O:30])/[CH:28]=[CH:27]/[C:22]3[CH:23]=[CH:24][CH:25]=[CH:26][C:21]=3[C:20]([F:32])([F:33])[F:19])=[N:14]2)=[CH:9][CH:8]=1)(=[O:6])[CH3:1], predict the reactants needed to synthesize it. The reactants are: [CH3:1][C:2]1([C:7]2[O:11][C:10]([CH2:12][N:13]3[CH:17]=[CH:16][C:15]([NH2:18])=[N:14]3)=[CH:9][CH:8]=2)[O:6]CCO1.[F:19][C:20]([F:33])([F:32])[C:21]1[CH:26]=[CH:25][CH:24]=[CH:23][C:22]=1/[CH:27]=[CH:28]/[C:29](O)=[O:30]. (5) Given the product [Br:9][C:10]1[C:22]2[C:21]3[CH:20]=[C:19]([O:23][CH3:24])[C:18]([O:25][CH3:26])=[CH:17][C:16]=3[N:15]=[CH:14][C:13]=2[N:12]([CH3:1])[N:11]=1, predict the reactants needed to synthesize it. The reactants are: [C:1](=O)([O-])[O-].[K+].[K+].CI.[Br:9][C:10]1[C:22]2[C:21]3[CH:20]=[C:19]([O:23][CH3:24])[C:18]([O:25][CH3:26])=[CH:17][C:16]=3[N:15]=[CH:14][C:13]=2[NH:12][N:11]=1.BrC1N(C)N=C2C=1C1C=C(OC)C(OC)=CC=1N=C2. (6) Given the product [O:7]1[CH2:8][CH2:9][CH:4]([C:1](=[O:3])[CH3:2])[CH2:5][CH2:6]1, predict the reactants needed to synthesize it. The reactants are: [C:1]([C:4]1(C(OC)=O)[CH2:9][CH2:8][O:7][CH2:6][CH2:5]1)(=[O:3])[CH3:2].C(O)(C)C.S(=O)(=O)(O)O.C(=O)(O)[O-].[Na+].